From a dataset of Forward reaction prediction with 1.9M reactions from USPTO patents (1976-2016). Predict the product of the given reaction. (1) Given the reactants [N:1]1[CH:6]=[CH:5][CH:4]=[CH:3][C:2]=1[C:7]1[CH2:8][CH2:9][N:10]([C:13]([O:15][C:16]([CH3:19])([CH3:18])[CH3:17])=[O:14])[CH2:11][CH:12]=1.[I-].[Na+].C[Si](C)(C)[C:24](F)([F:26])[F:25], predict the reaction product. The product is: [F:25][C:24]1([F:26])[CH:8]2[C:7]1([C:2]1[CH:3]=[CH:4][CH:5]=[CH:6][N:1]=1)[CH2:12][CH2:11][N:10]([C:13]([O:15][C:16]([CH3:19])([CH3:18])[CH3:17])=[O:14])[CH2:9]2. (2) Given the reactants C(N[C:7]1[S:8][C:9]2[CH:15]=[C:14]([O:16][S:17]([C:20]3[CH:25]=[CH:24][C:23]([F:26])=[CH:22][CH:21]=3)(=[O:19])=[O:18])[CH:13]=[CH:12][C:10]=2[N:11]=1)(=O)C(C)C.[NH2:27]C1SC2C=C(OS(C3C=CC(F)=CC=3)(=O)=O)C=CC=2N=1.[C:48]([OH:53])(=O)[CH:49]([CH3:51])[CH3:50], predict the reaction product. The product is: [C:48]([C:7]1[S:8][C:9]2[CH:15]=[C:14]([O:16][S:17]([C:20]3[CH:25]=[CH:24][C:23]([F:26])=[CH:22][CH:21]=3)(=[O:19])=[O:18])[CH:13]=[C:12]([NH2:27])[C:10]=2[N:11]=1)(=[O:53])[CH:49]([CH3:51])[CH3:50]. (3) Given the reactants [NH2:1][C:2]1[C:3]2[N:4]([CH:28]=[CH:29][N:30]=2)[CH:5]=[C:6]([C:8]2[C:9]([CH3:27])=[C:10]([NH:14][C:15](=[O:26])[C:16]3[CH:21]=[CH:20][C:19]([C:22]([CH3:25])([CH3:24])[CH3:23])=[CH:18][CH:17]=3)[CH:11]=[CH:12][CH:13]=2)[CH:7]=1.[CH:31]([N:34]([CH:37](C)C)CC)(C)[CH3:32].C(Cl)(Cl)=[O:41].C1(C)C=CC=CC=1, predict the reaction product. The product is: [C:22]([C:19]1[CH:20]=[CH:21][C:16]([C:15]([NH:14][C:10]2[CH:11]=[CH:12][CH:13]=[C:8]([C:6]3[CH:7]=[C:2]([NH:1][C:37]([NH:34][CH2:31][CH3:32])=[O:41])[C:3]4[N:4]([CH:28]=[CH:29][N:30]=4)[CH:5]=3)[C:9]=2[CH3:27])=[O:26])=[CH:17][CH:18]=1)([CH3:25])([CH3:23])[CH3:24]. (4) Given the reactants P(Cl)(Cl)([Cl:3])=O.[F:6][C:7]([F:19])([F:18])[C:8]1[C:16]2[C:11](=[N+:12]([O-])[CH:13]=[CH:14][CH:15]=2)[NH:10][N:9]=1.[OH-].[Na+], predict the reaction product. The product is: [Cl:3][C:15]1[CH:14]=[CH:13][N:12]=[C:11]2[NH:10][N:9]=[C:8]([C:7]([F:19])([F:18])[F:6])[C:16]=12. (5) The product is: [CH3:33][O:32][CH2:31][CH2:30][O:20][C:9]1[CH:8]=[CH:7][C:6]2[C@@H:5]3[C@H:14]([C@H:15]4[C@@:2]([CH2:3][CH2:4]3)([CH3:1])[C:18](=[O:19])[CH2:17][CH2:16]4)[CH2:13][CH2:12][C:11]=2[CH:10]=1. Given the reactants [CH3:1][C@@:2]12[C:18](=[O:19])[CH2:17][CH2:16][C@H:15]1[C@H:14]1[C@@H:5]([C:6]3[CH:7]=[CH:8][C:9]([OH:20])=[CH:10][C:11]=3[CH2:12][CH2:13]1)[CH2:4][CH2:3]2.[Na+].[I-].C([O-])([O-])=O.[Cs+].[Cs+].Br[CH2:30][CH2:31][O:32][CH3:33], predict the reaction product. (6) Given the reactants Br[C:2]1[CH:7]=[CH:6][C:5]([CH:8]([N:12]2[CH2:25][CH2:24][C:15]3([O:20][CH2:19][C:18](=[O:21])[N:17]([CH2:22][CH3:23])[CH2:16]3)[CH2:14][CH2:13]2)[C:9]([NH2:11])=[O:10])=[C:4]([F:26])[CH:3]=1.CC1(C)C(C)(C)OB([C:35]2[CH:44]=[C:43]3[C:38]([CH:39]=[CH:40][CH:41]=[N:42]3)=[CH:37][CH:36]=2)O1.C([O-])([O-])=O.[K+].[K+], predict the reaction product. The product is: [CH2:22]([N:17]1[CH2:16][C:15]2([CH2:24][CH2:25][N:12]([CH:8]([C:5]3[CH:6]=[CH:7][C:2]([C:35]4[CH:44]=[C:43]5[C:38]([CH:39]=[CH:40][CH:41]=[N:42]5)=[CH:37][CH:36]=4)=[CH:3][C:4]=3[F:26])[C:9]([NH2:11])=[O:10])[CH2:13][CH2:14]2)[O:20][CH2:19][C:18]1=[O:21])[CH3:23].